From a dataset of Retrosynthesis with 50K atom-mapped reactions and 10 reaction types from USPTO. Predict the reactants needed to synthesize the given product. (1) Given the product COc1cc2c(Oc3cc4ccccc4nc3C)ccnc2cc1OCCCNC(=N)N, predict the reactants needed to synthesize it. The reactants are: COc1cc2c(Oc3cc4ccccc4nc3C)ccnc2cc1OCCCCl.N=C(N)N. (2) Given the product CC(=O)c1ccc(-c2ccc(-c3nc4nc(O[C@@H]5CO[C@@H]6[C@H](O)CO[C@H]56)[nH]c4cc3Cl)cc2)cc1, predict the reactants needed to synthesize it. The reactants are: CC(=O)c1ccc(B(O)O)cc1.O[C@@H]1CO[C@@H]2[C@H](Oc3nc4nc(-c5ccc(Br)cc5)c(Cl)cc4[nH]3)CO[C@H]12. (3) Given the product NC(=O)c1cc(Oc2ccc(NC(=O)C3(C(=O)Nc4ccc(F)cc4)CC3)c(F)c2)ccn1, predict the reactants needed to synthesize it. The reactants are: NC(=O)c1cc(Oc2ccc(N)c(F)c2)ccn1.O=C(O)C1(C(=O)Nc2ccc(F)cc2)CC1. (4) Given the product COC(=O)N(CCCl)CCCl, predict the reactants needed to synthesize it. The reactants are: COC(=O)Cl.ClCCNCCCl. (5) Given the product N#Cc1c(NC(=O)NC(=O)c2ccccc2)sc2c1CCOC2, predict the reactants needed to synthesize it. The reactants are: N#Cc1c(N)sc2c1CCOC2.O=C=NC(=O)c1ccccc1. (6) Given the product COc1ccnc2c1cc(C)n2Cc1ccccc1, predict the reactants needed to synthesize it. The reactants are: BrCc1ccccc1.COc1ccnc2[nH]c(C)cc12. (7) Given the product CC(C)(C)OC(=O)N1CC=C(c2ccc([N+](=O)[O-])cc2)CC1, predict the reactants needed to synthesize it. The reactants are: CC(C)(C)OC(=O)N1CC=C(OS(=O)(=O)C(F)(F)F)CC1.O=[N+]([O-])c1ccc(B(O)O)cc1. (8) Given the product CCC1(C)CC(OCc2ccccc2)C(C)C(C)(CC)N1C, predict the reactants needed to synthesize it. The reactants are: C=O.CCC1(C)CC(OCc2ccccc2)C(C)C(C)(CC)N1. (9) Given the product CCOC(=O)C1CCC(N2CCCC2=O)CC1, predict the reactants needed to synthesize it. The reactants are: CCO.O=C(O)C1CCC(N2CCCC2=O)CC1. (10) Given the product CN(CCN1CCSc2cc([N+](=O)[O-])ccc21)C(=O)OC(C)(C)C, predict the reactants needed to synthesize it. The reactants are: CC(C)(C)OC(=O)OC(=O)OC(C)(C)C.CNCCN1CCSc2cc([N+](=O)[O-])ccc21.